This data is from CYP2D6 inhibition data for predicting drug metabolism from PubChem BioAssay. The task is: Regression/Classification. Given a drug SMILES string, predict its absorption, distribution, metabolism, or excretion properties. Task type varies by dataset: regression for continuous measurements (e.g., permeability, clearance, half-life) or binary classification for categorical outcomes (e.g., BBB penetration, CYP inhibition). Dataset: cyp2d6_veith. (1) The compound is COc1cccc(Cn2c(=O)cnc3cnc(N4CCOCC4)nc32)c1. The result is 1 (inhibitor). (2) The molecule is Cc1noc(C)c1-c1cc(Nc2ccccc2)ncn1. The result is 0 (non-inhibitor). (3) The molecule is COCCNc1cc(-c2ccccc2C)ncn1. The result is 0 (non-inhibitor). (4) The molecule is O=[N+]([O-])c1cccc(-c2nc(-c3cccs3)c(-c3cccs3)[nH]2)c1. The result is 1 (inhibitor). (5) The molecule is COC(=O)c1sccc1-c1ccc(C(=O)Nc2cccc(Cl)c2)o1. The result is 1 (inhibitor). (6) The drug is O=C(c1cccc(F)c1)N1CCC2(CC1)CCN(c1cccc(-c3ccccc3)c1)CC2. The result is 0 (non-inhibitor). (7) The drug is CC(C)(N)C(=O)N[C@@H]1C(=O)N2[C@@H]1SC(C)(C)[C@H]2C(=O)O. The result is 0 (non-inhibitor). (8) The drug is CCOc1ccccc1C1C(C#N)=C(N)Oc2n[nH]c(CC)c21. The result is 0 (non-inhibitor). (9) The compound is CCOC(=O)COc1c(OC)cc(Cl)cc1C1Nc2ccccc2C(=O)N1c1ccc(F)cc1. The result is 0 (non-inhibitor).